Dataset: CYP2D6 inhibition data for predicting drug metabolism from PubChem BioAssay. Task: Regression/Classification. Given a drug SMILES string, predict its absorption, distribution, metabolism, or excretion properties. Task type varies by dataset: regression for continuous measurements (e.g., permeability, clearance, half-life) or binary classification for categorical outcomes (e.g., BBB penetration, CYP inhibition). Dataset: cyp2d6_veith. (1) The compound is Cc1nc2ccccc2c(=O)n1NC(=O)c1ccccc1Cl. The result is 0 (non-inhibitor). (2) The compound is CCCn1c(C)c(C(=O)c2ccc3ccccc3c2)c2ccccc21. The result is 0 (non-inhibitor). (3) The compound is CCCCC(=O)Nc1cc(C(=O)NCCc2ccccc2)ccc1Cl. The result is 1 (inhibitor). (4) The drug is CC1(C)[C@@H]2CC[C@]1(C)CN(CCC[N+](C)(C)C)C2. The result is 0 (non-inhibitor).